Regression. Given a peptide amino acid sequence and an MHC pseudo amino acid sequence, predict their binding affinity value. This is MHC class I binding data. From a dataset of Peptide-MHC class I binding affinity with 185,985 pairs from IEDB/IMGT. (1) The peptide sequence is EVPPACDPV. The MHC is Mamu-A01 with pseudo-sequence Mamu-A01. The binding affinity (normalized) is 0.237. (2) The binding affinity (normalized) is 0.859. The MHC is HLA-A11:01 with pseudo-sequence HLA-A11:01. The peptide sequence is RTMPNESRVK. (3) The peptide sequence is YVPTEFWGF. The MHC is HLA-A80:01 with pseudo-sequence HLA-A80:01. The binding affinity (normalized) is 0.0847. (4) The peptide sequence is QNLAIESIP. The MHC is Mamu-B03 with pseudo-sequence Mamu-B03. The binding affinity (normalized) is 0. (5) The peptide sequence is GALASCMGL. The MHC is HLA-A02:03 with pseudo-sequence HLA-A02:03. The binding affinity (normalized) is 0.238.